From a dataset of Catalyst prediction with 721,799 reactions and 888 catalyst types from USPTO. Predict which catalyst facilitates the given reaction. Reactant: [Br:1][C:2]1[CH:7]=[CH:6][C:5]([C@H:8]2[CH2:10][C@@H:9]2[CH:11]=O)=[CH:4][CH:3]=1.C(O)(=O)C(C(C(O)=O)O)O.[CH3:23][C@H:24]1[CH2:28][CH2:27][CH2:26][NH:25]1.C([BH3-])#N.[Na+].[OH-].[Na+]. Product: [Br:1][C:2]1[CH:7]=[CH:6][C:5]([C@H:8]2[CH2:10][C@@H:9]2[CH2:11][N:25]2[CH2:26][CH2:27][CH2:28][C@@H:24]2[CH3:23])=[CH:4][CH:3]=1. The catalyst class is: 8.